This data is from Forward reaction prediction with 1.9M reactions from USPTO patents (1976-2016). The task is: Predict the product of the given reaction. (1) Given the reactants [Br:1][C:2]1[CH:7]=[CH:6][C:5]([CH2:8][OH:9])=[C:4]([S:10]([CH3:13])(=[O:12])=[O:11])[CH:3]=1.[H-].[Na+].[CH2:16]1COCC1.IC, predict the reaction product. The product is: [Br:1][C:2]1[CH:7]=[CH:6][C:5]([CH2:8][O:9][CH3:16])=[C:4]([S:10]([CH3:13])(=[O:12])=[O:11])[CH:3]=1. (2) Given the reactants [CH2:1]([O:3][CH2:4][CH2:5][CH2:6][NH:7][CH2:8][C:9]1[CH:14]=[CH:13][C:12]([CH:15]([CH3:17])[CH3:16])=[CH:11][CH:10]=1)[CH3:2].[OH:18][C:19]1[CH:24]=[CH:23][C:22]([CH2:25][CH2:26][C:27](O)=[O:28])=[CH:21][CH:20]=1.F[B-](F)(F)F.N1(OC(N(C)C)=[N+](C)C)C2C=CC=CC=2N=N1.C(N(C(C)C)CC)(C)C, predict the reaction product. The product is: [CH2:1]([O:3][CH2:4][CH2:5][CH2:6][N:7]([CH2:8][C:9]1[CH:14]=[CH:13][C:12]([CH:15]([CH3:16])[CH3:17])=[CH:11][CH:10]=1)[C:27](=[O:28])[CH2:26][CH2:25][C:22]1[CH:23]=[CH:24][C:19]([OH:18])=[CH:20][CH:21]=1)[CH3:2]. (3) Given the reactants I[C:2]1[CH:14]=[CH:13][C:5]2[O:6][C:7]3[CH:12]=[CH:11][CH:10]=[CH:9][C:8]=3[C:4]=2[CH:3]=1.[NH2:15][C:16]1[CH:21]=[CH:20][CH:19]=[CH:18][CH:17]=1, predict the reaction product. The product is: [CH:3]1[C:4]2[C:8]3[CH:9]=[CH:10][CH:11]=[CH:12][C:7]=3[O:6][C:5]=2[CH:13]=[CH:14][C:2]=1[NH:15][C:16]1[CH:21]=[CH:20][CH:19]=[CH:18][CH:17]=1. (4) Given the reactants C(OC([N:8]1[CH2:12][CH2:11][CH2:10][CH:9]1[CH2:13][NH:14][C:15]1[C:20]([F:21])=[CH:19][N:18]=[C:17]([NH:22][C:23]2[CH:24]=[N:25][C:26]([N:29]3[CH2:34][CH2:33][N:32]([CH3:35])[CH2:31][CH2:30]3)=[CH:27][CH:28]=2)[N:16]=1)=O)(C)(C)C, predict the reaction product. The product is: [F:21][C:20]1[C:15]([NH:14][CH2:13][CH:9]2[CH2:10][CH2:11][CH2:12][NH:8]2)=[N:16][C:17]([NH:22][C:23]2[CH:24]=[N:25][C:26]([N:29]3[CH2:30][CH2:31][N:32]([CH3:35])[CH2:33][CH2:34]3)=[CH:27][CH:28]=2)=[N:18][CH:19]=1. (5) Given the reactants [CH:1]1([C:7]2[C:8]3[CH:9]=[CH:10][C:11]([C:38]([O:40][CH3:41])=[O:39])=[CH:12][C:13]=3[N:14]3[CH2:21][CH2:20][N:19]([CH2:22][C:23]([N:25]([CH3:33])[CH2:26][C:27]4[CH:28]=[N:29][CH:30]=[CH:31][CH:32]=4)=O)[CH2:18][C:17]4[CH:34]=[CH:35][CH:36]=[CH:37][C:16]=4[C:15]=23)[CH2:6][CH2:5][CH2:4][CH2:3][CH2:2]1.S(C)C, predict the reaction product. The product is: [CH:1]1([C:7]2[C:8]3[CH:9]=[CH:10][C:11]([C:38]([O:40][CH3:41])=[O:39])=[CH:12][C:13]=3[N:14]3[CH2:21][CH2:20][N:19]([CH2:22][CH2:23][N:25]([CH3:33])[CH2:26][C:27]4[CH:28]=[N:29][CH:30]=[CH:31][CH:32]=4)[CH2:18][C:17]4[CH:34]=[CH:35][CH:36]=[CH:37][C:16]=4[C:15]=23)[CH2:6][CH2:5][CH2:4][CH2:3][CH2:2]1. (6) Given the reactants C([O:3][C:4]([C:6]1([NH:15][C:16]([C:18]2[C:19]([N:26]([CH2:28][CH3:29])[CH3:27])=[N:20][C:21]([CH3:25])=[CH:22][C:23]=2[CH3:24])=[O:17])[CH2:14][C:13]2[C:8](=[CH:9][CH:10]=[CH:11][CH:12]=2)[CH2:7]1)=[O:5])C.O1CCOCC1.CO, predict the reaction product. The product is: [CH2:28]([N:26]([CH3:27])[C:19]1[C:18]([C:16]([NH:15][C:6]2([C:4]([OH:5])=[O:3])[CH2:14][C:13]3[C:8](=[CH:9][CH:10]=[CH:11][CH:12]=3)[CH2:7]2)=[O:17])=[C:23]([CH3:24])[CH:22]=[C:21]([CH3:25])[N:20]=1)[CH3:29]. (7) Given the reactants Br[C:2]1[CH:8]=[CH:7][C:5]([NH2:6])=[CH:4][CH:3]=1.[CH3:9][PH:10](=[O:12])[CH3:11].[O-]P([O-])([O-])=O.[K+].[K+].[K+], predict the reaction product. The product is: [NH2:6][C:5]1[CH:7]=[CH:8][C:2]([P:10](=[O:12])([CH3:11])[CH3:9])=[CH:3][CH:4]=1.